Predict the reaction yield, written as a fraction of the theoretical maximum amount of product (1.0 means a 100% yield; for example, 0.34 means a 34% yield). From a dataset of Reaction yield outcomes from USPTO patents with 853,638 reactions. (1) The reactants are [C:1]([O:4][CH2:5][C@@H:6]1[C@@H:11]([O:12][C:13](=[O:15])[CH3:14])[C@H:10]([O:16][C:17](=[O:19])[CH3:18])[C@@:9]([O:29][C:30](=[O:32])[CH3:31])([CH2:20][O:21]CC2C=CC=CC=2)[C@@H:8]([O:33][C:34]2[CH:39]=[CH:38][C:37]([C:40]3[CH:45]=[CH:44][CH:43]=[C:42]([C:46](=[O:49])[NH:47][CH3:48])[CH:41]=3)=[CH:36][C:35]=2[CH3:50])[O:7]1)(=[O:3])[CH3:2].CC(O)=O. The catalyst is CCO.[OH-].[OH-].[Pd+2]. The product is [C:30]([O:29][C@@:9]1([CH2:20][OH:21])[C@@H:10]([O:16][C:17](=[O:19])[CH3:18])[C@H:11]([O:12][C:13](=[O:15])[CH3:14])[C@@H:6]([CH2:5][O:4][C:1](=[O:3])[CH3:2])[O:7][C@@H:8]1[O:33][C:34]1[CH:39]=[CH:38][C:37]([C:40]2[CH:45]=[CH:44][CH:43]=[C:42]([C:46](=[O:49])[NH:47][CH3:48])[CH:41]=2)=[CH:36][C:35]=1[CH3:50])(=[O:32])[CH3:31]. The yield is 0.750. (2) The reactants are [NH:1]1[CH:5]=[CH:4][N:3]=[C:2]1[CH:6]=[O:7].[CH2:8](Br)[CH:9]=[CH2:10].C(N(C(C)C)CC)(C)C. The catalyst is CN(C)C=O. The product is [CH2:10]([N:1]1[CH:5]=[CH:4][N:3]=[C:2]1[CH:6]=[O:7])[CH:9]=[CH2:8]. The yield is 0.600. (3) The reactants are [NH2:1][C:2]1[C:7](Cl)=[C:6]([C:9]([O:11][CH3:12])=[O:10])[N:5]=[C:4]([S:13][CH3:14])[N:3]=1.[CH:15](B1OC(C)(C)C(C)(C)O1)=[CH2:16].[F-].[Cs+].ClCCl. The catalyst is C(COC)OC.C(OCC)(=O)C.O. The product is [NH2:1][C:2]1[C:7]([CH:15]=[CH2:16])=[C:6]([C:9]([O:11][CH3:12])=[O:10])[N:5]=[C:4]([S:13][CH3:14])[N:3]=1. The yield is 0.500. (4) The reactants are [NH2:1][C@H:2]([CH2:33]O)[CH2:3][CH2:4][C:5]1[C:10]([F:11])=[CH:9][CH:8]=[CH:7][C:6]=1[NH:12][C:13](=[O:32])[C@@H:14]([N:29]=[N+:30]=[N-:31])[C@@H:15]([C:22]1[CH:27]=[CH:26][C:25]([Cl:28])=[CH:24][CH:23]=1)[CH:16]1[CH2:21][CH2:20][O:19][CH2:18][CH2:17]1.C(N(CC)CC)C.[CH:42]1([S:45](Cl)(=[O:47])=[O:46])[CH2:44][CH2:43]1.CS(Cl)(=O)=O. The catalyst is ClCCl.CN(C1C=CN=CC=1)C. The product is [N:29]([C@@H:14]([C@@H:15]([C:22]1[CH:27]=[CH:26][C:25]([Cl:28])=[CH:24][CH:23]=1)[CH:16]1[CH2:21][CH2:20][O:19][CH2:18][CH2:17]1)[C:13]([NH:12][C:6]1[CH:7]=[CH:8][CH:9]=[C:10]([F:11])[C:5]=1[CH2:4][CH2:3][CH:2]1[CH2:33][N@@:1]1[S:45]([CH:42]1[CH2:44][CH2:43]1)(=[O:47])=[O:46])=[O:32])=[N+:30]=[N-:31]. The yield is 0.380. (5) The reactants are [O:1]1[CH2:6][CH2:5][N:4]([CH2:7][CH2:8][O:9][C:10]2[CH:18]=[C:17]3[C:13]([C:14]([C:26]4[CH:31]=[CH:30][C:29]([Cl:32])=[CH:28][CH:27]=4)=[C:15](C4C=NC=CC=4)[C:16]3=[O:19])=[CH:12][CH:11]=2)[CH2:3][CH2:2]1.O1CCN(CCOC2C=C3C(C(C4C=CC=CC=4)=C(Br)C3=O)=CC=2)CC1.[F:59][C:60]1[CH:61]=[C:62](B(O)O)[CH:63]=[CH:64][C:65]=1[F:66]. No catalyst specified. The product is [O:1]1[CH2:2][CH2:3][N:4]([CH2:7][CH2:8][O:9][C:10]2[CH:18]=[C:17]3[C:13]([C:14]([C:26]4[CH:27]=[CH:28][C:29]([Cl:32])=[CH:30][CH:31]=4)=[C:15]([C:62]4[CH:63]=[CH:64][C:65]([F:66])=[C:60]([F:59])[CH:61]=4)[C:16]3=[O:19])=[CH:12][CH:11]=2)[CH2:5][CH2:6]1. The yield is 0.430. (6) The reactants are Cl.Cl[C:3]1[C:12]2[C:7](=[CH:8][C:9]([Cl:13])=[CH:10][CH:11]=2)[N:6]=[N:5][CH:4]=1.[CH3:14][O:15][C:16]1[CH:21]=[C:20]([C:22]([F:25])([F:24])[F:23])[CH:19]=[CH:18][C:17]=1B(O)O.C(=O)([O-])[O-].[K+].[K+].O1CCOCC1. The catalyst is C1C=CC([P]([Pd]([P](C2C=CC=CC=2)(C2C=CC=CC=2)C2C=CC=CC=2)([P](C2C=CC=CC=2)(C2C=CC=CC=2)C2C=CC=CC=2)[P](C2C=CC=CC=2)(C2C=CC=CC=2)C2C=CC=CC=2)(C2C=CC=CC=2)C2C=CC=CC=2)=CC=1.O. The product is [Cl:13][C:9]1[CH:8]=[C:7]2[C:12]([C:3]([C:17]3[CH:18]=[CH:19][C:20]([C:22]([F:25])([F:24])[F:23])=[CH:21][C:16]=3[O:15][CH3:14])=[CH:4][N:5]=[N:6]2)=[CH:11][CH:10]=1. The yield is 0.368. (7) The reactants are C([N:8]1[CH2:13][CH2:12][C:11]([NH:18][C:19]2[CH:24]=[CH:23][CH:22]=[C:21]([N+:25]([O-:27])=[O:26])[CH:20]=2)([C:14]([O:16][CH3:17])=[O:15])[CH2:10][CH2:9]1)C1C=CC=CC=1.C(N(C(C)C)CC)(C)C.[Cl:37]C(OC(Cl)C)=O. The catalyst is ClC(Cl)C. The product is [ClH:37].[N+:25]([C:21]1[CH:20]=[C:19]([NH:18][C:11]2([C:14]([O:16][CH3:17])=[O:15])[CH2:10][CH2:9][NH:8][CH2:13][CH2:12]2)[CH:24]=[CH:23][CH:22]=1)([O-:27])=[O:26]. The yield is 0.790. (8) The yield is 0.200. The reactants are Cl.ClC[C:4]1[CH:9]=[CH:8][CH:7]=[CH:6][N:5]=1.[CH3:10][NH2:11].[CH3:12]CO. The product is [CH3:10][N:11]([C:4]1[CH:9]=[CH:8][CH:7]=[CH:6][N:5]=1)[CH3:12]. No catalyst specified. (9) The reactants are [Cl-].[OH:2][NH3+:3].[C:4](=[O:7])([O-])O.[Na+].CS(C)=O.[Si]([O:20][CH:21]1[CH2:26][CH2:25][CH:24]([O:27][C:28]2[CH:33]=[CH:32][C:31]([N:34]3[C:39](=[O:40])[C:38]([CH2:41][C:42]4[CH:47]=[CH:46][C:45]([C:48]5[C:49]([C:54]#[N:55])=[CH:50][CH:51]=[CH:52][CH:53]=5)=[CH:44][CH:43]=4)=[C:37]([CH2:56][CH2:57][CH3:58])[N:36]=[C:35]3[CH2:59][F:60])=[CH:30][CH:29]=2)[CH2:23][CH2:22]1)(C(C)(C)C)(C)C. The catalyst is C(OCC)(=O)C. The product is [F:60][CH2:59][C:35]1[N:34]([C:31]2[CH:32]=[CH:33][C:28]([O:27][CH:24]3[CH2:25][CH2:26][CH:21]([OH:20])[CH2:22][CH2:23]3)=[CH:29][CH:30]=2)[C:39](=[O:40])[C:38]([CH2:41][C:42]2[CH:43]=[CH:44][C:45]([C:48]3[CH:53]=[CH:52][CH:51]=[CH:50][C:49]=3[C:54]3[NH:55][C:4](=[O:7])[O:2][N:3]=3)=[CH:46][CH:47]=2)=[C:37]([CH2:56][CH2:57][CH3:58])[N:36]=1. The yield is 0.0600. (10) The reactants are C(NC(C)C)(C)C.C([Li])CCC.[F:13][C:14]1([F:21])[CH2:19][CH2:18][C:17](=[O:20])[CH2:16][CH2:15]1.Cl[Si:23]([CH3:26])([CH3:25])[CH3:24].C(N(CC)CC)C.C(=O)([O-])O.[Na+]. The catalyst is C1COCC1. The product is [F:13][C:14]1([F:21])[CH2:19][CH2:18][C:17]([O:20][Si:23]([CH3:26])([CH3:25])[CH3:24])=[CH:16][CH2:15]1. The yield is 0.560.